Dataset: Forward reaction prediction with 1.9M reactions from USPTO patents (1976-2016). Task: Predict the product of the given reaction. The product is: [Cl:30][C:31]1[CH:32]=[C:33]2[C:37](=[C:38]([C@H:40]([O:42][CH2:43][C:44]3([C:50]4[CH:55]=[CH:54][C:53]([F:56])=[CH:52][CH:51]=4)[CH2:49][CH2:48][N:47]([CH3:2])[CH2:46][CH2:45]3)[CH3:41])[CH:39]=1)[NH:36][N:35]=[C:34]2[CH3:57]. Given the reactants Br[C:2]1C2C(=C([C@H](OCC3(C4C=CC(F)=CC=4)CCN(C)CC3)C)C=C(Br)C=2)NN=1.[Cl:30][C:31]1[CH:32]=[C:33]2[C:37](=[C:38]([C@H:40]([O:42][CH2:43][C:44]3([C:50]4[CH:55]=[CH:54][C:53]([F:56])=[CH:52][CH:51]=4)[CH2:49][CH2:48][NH:47][CH2:46][CH2:45]3)[CH3:41])[CH:39]=1)[NH:36][N:35]=[C:34]2[CH3:57], predict the reaction product.